This data is from Full USPTO retrosynthesis dataset with 1.9M reactions from patents (1976-2016). The task is: Predict the reactants needed to synthesize the given product. The reactants are: Cl[C:2]1[CH:7]=[C:6]([CH2:8][O:9][CH3:10])[N:5]=[C:4]([C:11]2[CH:16]=[CH:15][CH:14]=[C:13]([CH3:17])[CH:12]=2)[N:3]=1.[CH3:18][O:19][C:20]1[CH:25]=[CH:24][CH:23]=[C:22]([NH2:26])[CH:21]=1. Given the product [CH3:18][O:19][C:20]1[CH:21]=[C:22]([CH:23]=[CH:24][CH:25]=1)[NH:26][C:2]1[CH:7]=[C:6]([CH2:8][O:9][CH3:10])[N:5]=[C:4]([C:11]2[CH:16]=[CH:15][CH:14]=[C:13]([CH3:17])[CH:12]=2)[N:3]=1, predict the reactants needed to synthesize it.